Dataset: CYP2C9 inhibition data for predicting drug metabolism from PubChem BioAssay. Task: Regression/Classification. Given a drug SMILES string, predict its absorption, distribution, metabolism, or excretion properties. Task type varies by dataset: regression for continuous measurements (e.g., permeability, clearance, half-life) or binary classification for categorical outcomes (e.g., BBB penetration, CYP inhibition). Dataset: cyp2c9_veith. (1) The molecule is CN(C)c1nc(N)c(C(=O)N=C(N)N)nc1Cl. The result is 0 (non-inhibitor). (2) The drug is O=C(Nc1cccc(NC(=O)c2ccccc2[N+](=O)[O-])n1)c1ccccc1[N+](=O)[O-]. The result is 1 (inhibitor). (3) The compound is CS(=O)(=O)Nc1cccc(-c2ccc3ncnc(NC4CC4)c3c2)c1. The result is 0 (non-inhibitor). (4) The drug is C[NH+](C)CCCN1c2ccccc2Sc2ccc(Cl)cc21.[Cl-]. The result is 0 (non-inhibitor). (5) The compound is Cc1ccc(-c2cc(C(F)F)n3ncc(C(=O)Nc4c(C)nn(Cc5c(Cl)cccc5Cl)c4C)c3n2)cc1. The result is 1 (inhibitor).